This data is from Forward reaction prediction with 1.9M reactions from USPTO patents (1976-2016). The task is: Predict the product of the given reaction. (1) The product is: [C:2]1([CH2:1][S:11][CH2:9][CH3:10])[CH:7]=[CH:6][CH:5]=[CH:4][CH:3]=1. Given the reactants [CH2:1](Cl)[C:2]1[CH:7]=[CH:6][CH:5]=[CH:4][CH:3]=1.[CH2:9]([S-:11])[CH3:10].[Na+], predict the reaction product. (2) Given the reactants [CH3:1][C:2]1[C:11]2[NH:10][C:9](=[O:12])[C@@H:8]3[CH2:13][NH:14][CH2:15][C@@H:7]3[C:6]=2[CH:5]=[CH:4][CH:3]=1.[OH-].[Na+].[C:18](O[C:18]([O:20][C:21]([CH3:24])([CH3:23])[CH3:22])=[O:19])([O:20][C:21]([CH3:24])([CH3:23])[CH3:22])=[O:19], predict the reaction product. The product is: [CH3:1][C:2]1[C:11]2[NH:10][C:9](=[O:12])[C@@H:8]3[CH2:13][N:14]([C:18]([O:20][C:21]([CH3:24])([CH3:23])[CH3:22])=[O:19])[CH2:15][C@@H:7]3[C:6]=2[CH:5]=[CH:4][CH:3]=1. (3) Given the reactants C[Si](C#CC1C=CN=CC=1)(C)C.CCCC[Sn](O[Sn](CCCC)(CCCC)CCCC)(CCCC)CCCC.[CH2:40]([Sn:44]([C:53]#[C:54][C:55]1[CH:60]=[CH:59][N:58]=[CH:57][CH:56]=1)([CH2:49][CH2:50][CH2:51][CH3:52])[CH2:45][CH2:46][CH2:47][CH3:48])[CH2:41][CH2:42][CH3:43].C(C1C=CN=CC=1)#C.[N:69]([CH2:72][C:73]1[CH:78]=[C:77]([C:79]([F:82])([F:81])[F:80])[CH:76]=[C:75]([C:83]([F:86])([F:85])[F:84])[CH:74]=1)=[N+:70]=[N-:71], predict the reaction product. The product is: [F:80][C:79]([F:81])([F:82])[C:77]1[CH:78]=[C:73]([CH:74]=[C:75]([C:83]([F:86])([F:84])[F:85])[CH:76]=1)[CH2:72][N:69]1[C:54]([C:55]2[CH:56]=[CH:57][N:58]=[CH:59][CH:60]=2)=[C:53]([Sn:44]([CH2:45][CH2:46][CH2:47][CH3:48])([CH2:49][CH2:50][CH2:51][CH3:52])[CH2:40][CH2:41][CH2:42][CH3:43])[N:71]=[N:70]1. (4) The product is: [CH3:3][C@H:2]([NH2:1])[C:4]([OH:6])=[O:5].[CH:11]1[C:10]([CH2:9][C@H:8]([NH2:7])[C:17]([OH:19])=[O:18])=[CH:15][CH:14]=[C:13]([OH:16])[CH:12]=1.[CH2:27]([CH2:26][C@H:25]([NH2:24])[C:31]([OH:33])=[O:32])[CH2:28][CH2:29][NH2:30].[CH2:44]([C@H:45]([NH2:46])[C:47]([OH:49])=[O:48])[CH2:43][C:50]([OH:52])=[O:51]. Given the reactants [NH2:1][C@H:2]([C:4]([OH:6])=[O:5])[CH3:3].[NH2:7][C@H:8]([C:17]([OH:19])=[O:18])[CH2:9][C:10]1[CH:15]=[CH:14][C:13]([OH:16])=[CH:12][CH:11]=1.FC(F)(F)C([NH:24][C@H:25]([C:31]([OH:33])=[O:32])[CH2:26][CH2:27][CH2:28][CH2:29][NH2:30])=O.C([CH:43]([C:50]([O-:52])=[O:51])[CH2:44][C@@H:45]([C:47]([O-:49])=[O:48])[NH2:46])C1C=CC=CC=1.C(NCC)C, predict the reaction product. (5) Given the reactants CC(OI1(OC(C)=O)(OC(C)=O)OC(=O)C2C=CC=CC1=2)=O.[C:23]([O:27][C:28](=[O:39])[NH:29][C:30]1[CH:35]=[C:34]([CH2:36][OH:37])[CH:33]=[C:32]([CH3:38])[N:31]=1)([CH3:26])([CH3:25])[CH3:24].O, predict the reaction product. The product is: [C:23]([O:27][C:28](=[O:39])[NH:29][C:30]1[CH:35]=[C:34]([CH:36]=[O:37])[CH:33]=[C:32]([CH3:38])[N:31]=1)([CH3:26])([CH3:25])[CH3:24]. (6) Given the reactants [P:1]([O:38]C(C)(C)C)([O:33]C(C)(C)C)([O:3][CH2:4][CH:5]1[O:9][N:8]=[C:7]([C:10]2[CH:15]=[CH:14][C:13]([C:16]3[CH:21]=[CH:20][C:19]([N:22]4[CH2:26][C@H:25]([CH2:27][NH:28][C:29](=[O:31])[CH3:30])[O:24][C:23]4=[O:32])=[CH:18][CH:17]=3)=[CH:12][CH:11]=2)[CH2:6]1)=[O:2].FC(F)(F)C(O)=O, predict the reaction product. The product is: [P:1]([OH:33])([OH:38])([O:3][CH2:4][CH:5]1[O:9][N:8]=[C:7]([C:10]2[CH:11]=[CH:12][C:13]([C:16]3[CH:17]=[CH:18][C:19]([N:22]4[CH2:26][C@H:25]([CH2:27][NH:28][C:29](=[O:31])[CH3:30])[O:24][C:23]4=[O:32])=[CH:20][CH:21]=3)=[CH:14][CH:15]=2)[CH2:6]1)=[O:2]. (7) Given the reactants [CH3:1][O:2][C:3]1[CH:17]=[C:16]([O:18][CH3:19])[CH:15]=[CH:14][C:4]=1[CH2:5][NH:6][C:7]1[CH:12]=[CH:11][C:10]([F:13])=[CH:9][N:8]=1.[F:20][C:21]1[C:26]([Cl:27])=[CH:25][C:24]([S:28](Cl)(=[O:30])=[O:29])=[CH:23][CH:22]=1, predict the reaction product. The product is: [Cl:27][C:26]1[CH:25]=[C:24]([S:28]([N:6]([CH2:5][C:4]2[CH:14]=[CH:15][C:16]([O:18][CH3:19])=[CH:17][C:3]=2[O:2][CH3:1])[C:7]2[CH:12]=[CH:11][C:10]([F:13])=[CH:9][N:8]=2)(=[O:29])=[O:30])[CH:23]=[CH:22][C:21]=1[F:20].